From a dataset of Reaction yield outcomes from USPTO patents with 853,638 reactions. Predict the reaction yield, written as a fraction of the theoretical maximum amount of product (1.0 means a 100% yield; for example, 0.34 means a 34% yield). (1) The reactants are C(O)(C(F)(F)F)=O.C(OC([N:15]1[CH2:19][CH2:18][C@H:17]([OH:20])[C@H:16]1[C:21]1[O:25][N:24]=[C:23]([C:26]2[CH:31]=[CH:30][C:29]([CH2:32][CH2:33][CH2:34][CH2:35][CH2:36][CH2:37][CH2:38][CH3:39])=[CH:28][CH:27]=2)[N:22]=1)=O)(C)(C)C. The catalyst is C(Cl)Cl. The product is [CH2:32]([C:29]1[CH:28]=[CH:27][C:26]([C:23]2[N:22]=[C:21]([C@@H:16]3[C@@H:17]([OH:20])[CH2:18][CH2:19][NH:15]3)[O:25][N:24]=2)=[CH:31][CH:30]=1)[CH2:33][CH2:34][CH2:35][CH2:36][CH2:37][CH2:38][CH3:39]. The yield is 0.590. (2) The reactants are OC1C(C(C2C=CC=CC=2)(C)C)=[N:4][C:5]2[C:10]([C:11]=1[C:12]([OH:14])=[O:13])=[CH:9][CH:8]=[C:7]1[CH2:15]CC[CH2:18][C:6]=21.CC1C(C)=C2C(C(=O)C(=O)N2)=CC=1.[OH:41][CH2:42][C:43](=O)[CH:44]([C:48]1[CH:53]=[CH:52][CH:51]=[CH:50][CH:49]=1)[CH:45]([CH3:47])[CH3:46]. No catalyst specified. The product is [OH:41][C:42]1[C:43]([CH:44]([C:48]2[CH:53]=[CH:52][CH:51]=[CH:50][CH:49]=2)[CH:45]([CH3:47])[CH3:46])=[N:4][C:5]2[C:10]([C:11]=1[C:12]([OH:14])=[O:13])=[CH:9][CH:8]=[C:7]([CH3:15])[C:6]=2[CH3:18]. The yield is 0.0600. (3) The reactants are [NH:1]1[CH2:6][CH2:5][O:4][CH2:3][CH2:2]1.Cl[CH2:8][CH2:9][O:10][C:11]1[CH:20]=[C:19]2[C:14]([C:15]([OH:21])=[N:16][CH:17]=[N:18]2)=[CH:13][C:12]=1[O:22][CH3:23]. The catalyst is C(Cl)Cl. The product is [OH:21][C:15]1[C:14]2[C:19](=[CH:20][C:11]([O:10][CH2:9][CH2:8][N:1]3[CH2:6][CH2:5][O:4][CH2:3][CH2:2]3)=[C:12]([O:22][CH3:23])[CH:13]=2)[N:18]=[CH:17][N:16]=1. The yield is 0.460.